Dataset: Reaction yield outcomes from USPTO patents with 853,638 reactions. Task: Predict the reaction yield, written as a fraction of the theoretical maximum amount of product (1.0 means a 100% yield; for example, 0.34 means a 34% yield). (1) The reactants are [CH3:1][C:2]1[C:6]([CH2:7][N:8]2[CH:12]=[C:11]([N:13]3[C:17](=[O:18])[CH2:16][NH:15][C:14]3=[O:19])[CH:10]=[N:9]2)=[C:5]([CH3:20])[O:4][N:3]=1.Br[CH2:22][C:23]1[CH:27]=[C:26]([CH3:28])[N:25]([CH3:29])[N:24]=1. No catalyst specified. The product is [CH3:29][N:25]1[C:26]([CH3:28])=[CH:27][C:23]([CH2:22][N:15]2[CH2:16][C:17](=[O:18])[N:13]([C:11]3[CH:10]=[N:9][N:8]([CH2:7][C:6]4[C:2]([CH3:1])=[N:3][O:4][C:5]=4[CH3:20])[CH:12]=3)[C:14]2=[O:19])=[N:24]1. The yield is 0.220. (2) The reactants are [C:1]1([C:7]2[C:11]([CH2:12][OH:13])=[C:10]([C:14]([F:17])([F:16])[F:15])[O:9][N:8]=2)[CH:6]=[CH:5][CH:4]=[CH:3][CH:2]=1.[CH3:18][O:19][C:20](=[O:28])[C:21]1[CH:26]=[CH:25][C:24](O)=[N:23][CH:22]=1.C1(P(C2C=CC=CC=2)C2C=CC=CC=2)C=CC=CC=1.N(C(OCC)=O)=NC(OCC)=O. The catalyst is C1COCC1. The product is [CH3:18][O:19][C:20](=[O:28])[C:21]1[CH:26]=[CH:25][C:24]([O:13][CH2:12][C:11]2[C:7]([C:1]3[CH:2]=[CH:3][CH:4]=[CH:5][CH:6]=3)=[N:8][O:9][C:10]=2[C:14]([F:16])([F:17])[F:15])=[N:23][CH:22]=1. The yield is 0.420. (3) The reactants are [Cl:1][C:2]1[C:10]2[N:9]=[C:8]3[N:11]([C:15]4[CH:20]=[CH:19][C:18]([O:21][CH3:22])=[CH:17][C:16]=4[Cl:23])[CH2:12][CH2:13][CH2:14][N:7]3[C:6]=2[C:5]([CH:24]([OH:27])[CH2:25][CH3:26])=[CH:4][CH:3]=1.N(C(N1CCCCC1)=O)=NC(N1CCCCC1)=O.C(P(CCCC)CCCC)CCC.[F:59][C:60]([F:64])([F:63])[CH2:61]O. The catalyst is O1CCCC1. The yield is 0.330. The product is [Cl:1][C:2]1[C:10]2[N:9]=[C:8]3[N:11]([C:15]4[CH:20]=[CH:19][C:18]([O:21][CH3:22])=[CH:17][C:16]=4[Cl:23])[CH2:12][CH2:13][CH2:14][N:7]3[C:6]=2[C:5]([CH:24]([O:27][CH2:61][C:60]([F:64])([F:63])[F:59])[CH2:25][CH3:26])=[CH:4][CH:3]=1. (4) The reactants are [OH:1][CH2:2][CH2:3][N:4]([CH:22]([CH3:24])[CH3:23])[C:5]([C:7]1[S:8][C:9]2[CH2:10][CH2:11][O:12][C:13]3[CH:20]=[CH:19][C:18](Br)=[CH:17][C:14]=3[C:15]=2[N:16]=1)=[O:6].[CH3:25][C:26]1[C:31](B(O)O)=[CH:30][CH:29]=[CH:28][N:27]=1. No catalyst specified. The product is [OH:1][CH2:2][CH2:3][N:4]([CH:22]([CH3:24])[CH3:23])[C:5]([C:7]1[S:8][C:9]2[CH2:10][CH2:11][O:12][C:13]3[CH:20]=[CH:19][C:18]([C:31]4[C:26]([CH3:25])=[N:27][CH:28]=[CH:29][CH:30]=4)=[CH:17][C:14]=3[C:15]=2[N:16]=1)=[O:6]. The yield is 0.170. (5) The reactants are [NH2:1][C@@H:2]([CH2:6][CH2:7][CH2:8][C:9]([O:11][CH3:12])=[O:10])[C:3]([OH:5])=[O:4].C([O-])(O)=O.[Na+].[CH3:18][C:19]([O:22][C:23](O[C:23]([O:22][C:19]([CH3:21])([CH3:20])[CH3:18])=[O:24])=[O:24])([CH3:21])[CH3:20]. The catalyst is O.O1CCOCC1. The product is [C:19]([O:22][C:23]([NH:1][C@@H:2]([CH2:6][CH2:7][CH2:8][C:9]([O:11][CH3:12])=[O:10])[C:3]([OH:5])=[O:4])=[O:24])([CH3:21])([CH3:20])[CH3:18]. The yield is 0.900. (6) The reactants are [CH2:1]([N:3]([CH2:37][CH3:38])[CH2:4][CH2:5][CH2:6][NH:7][C:8]1[N:9]=[C:10]([C:27]2[CH:28]=[C:29]([CH:33]=[CH:34][C:35]=2[CH3:36])[C:30](O)=[O:31])[C:11]2[CH:17]=[CH:16][C:15](=[O:18])[N:14]([C:19]3[C:24]([F:25])=[CH:23][CH:22]=[CH:21][C:20]=3[F:26])[C:12]=2[N:13]=1)[CH3:2].CN(C(ON1N=NC2C=CC=CC1=2)=[N+](C)C)C.F[P-](F)(F)(F)(F)F.C(N(CC)CC)C.[F:70][C:71]1[CH:77]=[CH:76][C:74]([NH2:75])=[CH:73][CH:72]=1. The catalyst is CN(C=O)C. The product is [CH2:1]([N:3]([CH2:37][CH3:38])[CH2:4][CH2:5][CH2:6][NH:7][C:8]1[N:9]=[C:10]([C:27]2[CH:28]=[C:29]([CH:33]=[CH:34][C:35]=2[CH3:36])[C:30]([NH:75][C:74]2[CH:76]=[CH:77][C:71]([F:70])=[CH:72][CH:73]=2)=[O:31])[C:11]2[CH:17]=[CH:16][C:15](=[O:18])[N:14]([C:19]3[C:20]([F:26])=[CH:21][CH:22]=[CH:23][C:24]=3[F:25])[C:12]=2[N:13]=1)[CH3:2]. The yield is 0.270.